Dataset: Reaction yield outcomes from USPTO patents with 853,638 reactions. Task: Predict the reaction yield, written as a fraction of the theoretical maximum amount of product (1.0 means a 100% yield; for example, 0.34 means a 34% yield). (1) The reactants are [Cl:1][C:2]1[CH:3]=[C:4]([CH:8]2[S:13][CH2:12][CH2:11][CH2:10][S:9]2)[CH:5]=[CH:6][CH:7]=1.[Li]CCCC.[F:19][CH:20]([F:31])[O:21][C:22]1[CH:29]=[CH:28][C:25]([CH:26]=[O:27])=[CH:24][C:23]=1[CH3:30]. The catalyst is C1COCC1. The product is [Cl:1][C:2]1[CH:3]=[C:4]([C:8]2([CH:26]([C:25]3[CH:28]=[CH:29][C:22]([O:21][CH:20]([F:19])[F:31])=[C:23]([CH3:30])[CH:24]=3)[OH:27])[S:9][CH2:10][CH2:11][CH2:12][S:13]2)[CH:5]=[CH:6][CH:7]=1. The yield is 0.490. (2) The reactants are [CH:1]1([C:5]2[C:14](I)=[CH:13][C:8]([C:9]([O:11][CH3:12])=[O:10])=[C:7]([CH3:16])[CH:6]=2)[CH2:4][CH2:3][CH2:2]1.[CH3:17][Si:18]([C:21]#[CH:22])([CH3:20])[CH3:19]. The catalyst is C1COCC1.C(N(CC)CC)C.Cl[Pd](Cl)([P](C1C=CC=CC=1)(C1C=CC=CC=1)C1C=CC=CC=1)[P](C1C=CC=CC=1)(C1C=CC=CC=1)C1C=CC=CC=1.[Cu](I)I. The product is [CH:1]1([C:5]2[C:14]([C:22]#[C:21][Si:18]([CH3:20])([CH3:19])[CH3:17])=[CH:13][C:8]([C:9]([O:11][CH3:12])=[O:10])=[C:7]([CH3:16])[CH:6]=2)[CH2:4][CH2:3][CH2:2]1. The yield is 0.970.